This data is from Full USPTO retrosynthesis dataset with 1.9M reactions from patents (1976-2016). The task is: Predict the reactants needed to synthesize the given product. (1) Given the product [C:22]([O:24][CH3:10])(=[O:23])[CH2:21][CH2:17][C:18]([O:20][C:4]1([N:7]=[O:8])[CH2:5][CH2:6][O:1][CH2:2][CH2:3]1)=[O:19], predict the reactants needed to synthesize it. The reactants are: [O:1]1[CH2:6][CH2:5][C:4](=[N:7][OH:8])[CH2:3][CH2:2]1.I[C:10]1C=CC=C[CH:10]=1.C[CH:17]([CH2:21][C:22]([OH:24])=[O:23])[C:18]([OH:20])=[O:19].C[CH:17]([CH2:21][C:22]([OH:24])=[O:23])[C:18]([OH:20])=[O:19]. (2) Given the product [CH3:1][C:2]1([C:8]2[CH:9]=[C:10]([C:20]3[CH:21]=[C:22]4[C:27](=[CH:28][CH:29]=3)[CH:26]=[C:25]([CH:30]=[O:31])[CH:24]=[CH:23]4)[CH:11]=[CH:12][C:13]=2[O:14][CH3:15])[CH2:7][CH2:6][CH2:5][CH2:4][CH2:3]1, predict the reactants needed to synthesize it. The reactants are: [CH3:1][C:2]1([C:8]2[CH:9]=[C:10](B(O)O)[CH:11]=[CH:12][C:13]=2[O:14][CH3:15])[CH2:7][CH2:6][CH2:5][CH2:4][CH2:3]1.Br[C:20]1[CH:21]=[C:22]2[C:27](=[CH:28][CH:29]=1)[CH:26]=[C:25]([CH:30]=[O:31])[CH:24]=[CH:23]2.C(=O)([O-])[O-].[Na+].[Na+]. (3) Given the product [Cl:1][C:2]1[C:3]([O:25][CH2:26][CH2:27][O:28][CH3:29])=[CH:4][C:5]2[CH2:14][CH:13]([CH:15]([CH3:16])[CH3:17])[N:12]3[C:7](=[CH:8][C:9](=[O:23])[C:10]([C:18]([O:20][CH2:21][CH3:22])=[O:19])=[CH:11]3)[C:6]=2[CH:24]=1, predict the reactants needed to synthesize it. The reactants are: [Cl:1][C:2]1[C:3]([O:25][CH2:26][CH2:27][O:28][CH3:29])=[CH:4][C:5]2[CH2:14][CH:13]([CH:15]([CH3:17])[CH3:16])[N:12]3[CH:7]([CH2:8][C:9](=[O:23])[C:10]([C:18]([O:20][CH2:21][CH3:22])=[O:19])=[CH:11]3)[C:6]=2[CH:24]=1.C1(Cl)C(=O)C(Cl)=C(Cl)C(=O)C=1Cl.CCOC(C)=O.